Dataset: Forward reaction prediction with 1.9M reactions from USPTO patents (1976-2016). Task: Predict the product of the given reaction. (1) Given the reactants C([O:3][C:4]([C:6]1[C:7](=[O:37])[C:8]2[CH:13]=[N:12][C:11]([NH:14][C:15]3[CH:20]=[CH:19][C:18]([N:21]4[CH2:26][CH2:25][N:24]([CH3:27])[CH2:23][CH2:22]4)=[CH:17][CH:16]=3)=[N:10][C:9]=2[N:28]([CH2:30][C:31]2[CH:36]=[CH:35][CH:34]=[CH:33][CH:32]=2)[CH:29]=1)=O)C.[CH3:38][NH2:39], predict the reaction product. The product is: [CH3:38][NH:39][C:4]([C:6]1[C:7](=[O:37])[C:8]2[CH:13]=[N:12][C:11]([NH:14][C:15]3[CH:16]=[CH:17][C:18]([N:21]4[CH2:26][CH2:25][N:24]([CH3:27])[CH2:23][CH2:22]4)=[CH:19][CH:20]=3)=[N:10][C:9]=2[N:28]([CH2:30][C:31]2[CH:36]=[CH:35][CH:34]=[CH:33][CH:32]=2)[CH:29]=1)=[O:3]. (2) Given the reactants [CH:1]([O:4][C:5](=[O:24])[C:6]1[CH:11]=[CH:10][C:9]([C:12]([F:15])([F:14])[F:13])=[CH:8][C:7]=1[B:16]1[O:23]CCNCC[O:17]1)([CH3:3])C.[C:25]1(C)C=CC=CC=1.O.Cl, predict the reaction product. The product is: [CH3:25][CH2:3][CH2:1][O:4][C:5]([C:6]1[CH:11]=[CH:10][C:9]([C:12]([F:13])([F:14])[F:15])=[CH:8][C:7]=1[B:16]([OH:17])[OH:23])=[O:24]. (3) The product is: [CH2:1]([N:3]1[C:12]2[C:7](=[CH:8][C:9]([NH:13][C:14](=[O:20])[CH2:15][CH:16]([CH2:28][N+:25]([O-:27])=[O:26])[CH:17]([CH3:18])[CH3:19])=[CH:10][CH:11]=2)[C:6](=[O:21])[N:5]([CH2:22][CH3:23])[C:4]1=[O:24])[CH3:2]. Given the reactants [CH2:1]([N:3]1[C:12]2[C:7](=[CH:8][C:9]([NH:13][C:14](=[O:20])/[CH:15]=[CH:16]/[CH:17]([CH3:19])[CH3:18])=[CH:10][CH:11]=2)[C:6](=[O:21])[N:5]([CH2:22][CH3:23])[C:4]1=[O:24])[CH3:2].[N+:25]([CH3:28])([O-:27])=[O:26].C1CCN2C(=NCCC2)CC1, predict the reaction product. (4) The product is: [Cl:44][C:43]1[CH:20]=[CH:19][CH:15]=[CH:14][C:18]=1[CH:32]([O:12][C:11]([NH:10][C:14]1[C:15]([C:19]2[CH:20]=[CH:21][C:22]([CH2:25][S:34][CH2:35][CH2:36][C:37]([O:39][CH3:40])=[O:38])=[CH:23][CH:24]=2)=[N:16][O:17][CH:18]=1)=[O:13])[CH3:33]. Given the reactants ClC1C=CC=CC=1C([N:10]([C:14]1[C:15]([C:19]2[CH:24]=[CH:23][C:22]([CH2:25]Br)=[CH:21][CH:20]=2)=[N:16][O:17][CH:18]=1)[C:11](=[O:13])[O-:12])C.C(N([CH2:32][CH3:33])CC)C.[SH:34][CH2:35][CH2:36][C:37]([O:39][CH3:40])=[O:38].O.Cl[CH2:43][Cl:44], predict the reaction product.